Dataset: Forward reaction prediction with 1.9M reactions from USPTO patents (1976-2016). Task: Predict the product of the given reaction. (1) Given the reactants [F:1][C:2]1[CH:7]=[CH:6][C:5]([C:8](=[O:17])[CH2:9][C:10](=O)[C:11]([O:13][CH2:14][CH3:15])=[O:12])=[CH:4][CH:3]=1.Cl.O[NH2:20], predict the reaction product. The product is: [F:1][C:2]1[CH:7]=[CH:6][C:5]([C:8]2[O:17][N:20]=[C:10]([C:11]([O:13][CH2:14][CH3:15])=[O:12])[CH:9]=2)=[CH:4][CH:3]=1. (2) Given the reactants C([C:4]1[CH:9]=[CH:8][C:7]([NH:10][C:11](=[O:17])/[CH:12]=[CH:13]\[C:14]([OH:16])=O)=[CH:6][CH:5]=1)(O)=O.[C:18]([O:21]C(=O)C)(=[O:20])C.C([O-])(=O)C.[Na+], predict the reaction product. The product is: [O:16]=[C:14]1[CH:13]=[CH:12][C:11](=[O:17])[N:10]1[C:7]1[C:6]([C:18]([OH:21])=[O:20])=[CH:5][CH:4]=[CH:9][CH:8]=1. (3) Given the reactants C(O)(C(F)(F)F)=O.[Si:8]([O:15][C@H:16]1[C:20](=[O:21])[N:19](C(OC(C)(C)C)=O)[C@H:18]([C:29]([O:31]C)=[O:30])[CH2:17]1)([C:11]([CH3:14])([CH3:13])[CH3:12])([CH3:10])[CH3:9].[Li+].[OH-], predict the reaction product. The product is: [Si:8]([O:15][C@H:16]1[C:20](=[O:21])[NH:19][C@H:18]([C:29]([OH:31])=[O:30])[CH2:17]1)([C:11]([CH3:14])([CH3:13])[CH3:12])([CH3:10])[CH3:9]. (4) Given the reactants Cl.Cl.[NH2:3][CH:4]([C:7]1[CH:8]=[N:9][CH:10]=[CH:11][CH:12]=1)[CH2:5][OH:6].C([O-])([O-])=O.[K+].[K+].[Br:19][C:20]1[CH:21]=[C:22]([CH:27]=[CH:28][C:29]=1[CH2:30]Br)[C:23]([O:25][CH3:26])=[O:24], predict the reaction product. The product is: [Br:19][C:20]1[CH:21]=[C:22]([CH:27]=[CH:28][C:29]=1[CH2:30][NH:3][CH:4]([C:7]1[CH:8]=[N:9][CH:10]=[CH:11][CH:12]=1)[CH2:5][OH:6])[C:23]([O:25][CH3:26])=[O:24]. (5) Given the reactants [C:1]([C:3]1[C:4]([C:9]2[CH:14]=[CH:13][CH:12]=[CH:11][CH:10]=2)=[N:5][O:6][C:7]=1[CH3:8])#[CH:2].[Cl:15][C:16]1[C:17](I)=[N:18][CH:19]=[CH:20][CH:21]=1, predict the reaction product. The product is: [Cl:15][C:16]1[C:17]([C:2]#[C:1][C:3]2[C:4]([C:9]3[CH:14]=[CH:13][CH:12]=[CH:11][CH:10]=3)=[N:5][O:6][C:7]=2[CH3:8])=[N:18][CH:19]=[CH:20][CH:21]=1. (6) The product is: [CH:1]12[CH2:6][CH2:5][CH:4]([CH2:7][CH2:8]1)[CH2:3][N:2]2[C:9]1[CH:18]=[CH:17][C:16]2[C:11](=[CH:12][CH:13]=[C:14]([NH:19][C:36]([NH:35][C:32]3[CH:33]=[CH:34][C:29]([S:28][CH3:27])=[CH:30][CH:31]=3)=[O:37])[CH:15]=2)[N:10]=1. Given the reactants [CH:1]12[CH2:8][CH2:7][CH:4]([CH2:5][CH2:6]1)[CH2:3][N:2]2[C:9]1[CH:18]=[CH:17][C:16]2[C:11](=[CH:12][CH:13]=[C:14]([NH2:19])[CH:15]=2)[N:10]=1.C(N(CC)CC)C.[CH3:27][S:28][C:29]1[CH:34]=[CH:33][C:32]([N:35]=[C:36]=[O:37])=[CH:31][CH:30]=1, predict the reaction product. (7) The product is: [ClH:3].[Cl:3][C:5]([C:8]1[C:16]2[C:11](=[CH:12][CH:13]=[CH:14][CH:15]=2)[N:10]([C:17]2[C:26]3[C:21](=[CH:22][C:23]([O:27][CH3:28])=[CH:24][CH:25]=3)[N:20]=[CH:19][CH:18]=2)[CH:9]=1)=[O:6]. Given the reactants S(Cl)([Cl:3])=O.[C:5]([C:8]1[C:16]2[C:11](=[CH:12][CH:13]=[CH:14][CH:15]=2)[N:10]([C:17]2[C:26]3[C:21](=[CH:22][C:23]([O:27][CH3:28])=[CH:24][CH:25]=3)[N:20]=[CH:19][CH:18]=2)[CH:9]=1)(O)=[O:6], predict the reaction product. (8) The product is: [F:20][C:15]([F:21])([F:12])[C:2]1[C:3]([C:8]([O:10][CH3:11])=[O:9])=[N:4][CH:5]=[CH:6][N:7]=1. Given the reactants Cl[C:2]1[C:3]([C:8]([O:10][CH3:11])=[O:9])=[N:4][CH:5]=[CH:6][N:7]=1.[F-:12].[K+].Cl[C:15]([F:21])([F:20])C(OC)=O, predict the reaction product. (9) Given the reactants O=[C:2]([CH:6]1[CH2:11][CH2:10][O:9][CH2:8][CH2:7]1)[CH2:3][C:4]#[N:5].Cl.[C:13]1([NH:19][NH2:20])[CH:18]=[CH:17][CH:16]=[CH:15][CH:14]=1.CCOCC, predict the reaction product. The product is: [C:13]1([N:19]2[C:4]([NH2:5])=[CH:3][C:2]([CH:6]3[CH2:11][CH2:10][O:9][CH2:8][CH2:7]3)=[N:20]2)[CH:18]=[CH:17][CH:16]=[CH:15][CH:14]=1.